From a dataset of Reaction yield outcomes from USPTO patents with 853,638 reactions. Predict the reaction yield, written as a fraction of the theoretical maximum amount of product (1.0 means a 100% yield; for example, 0.34 means a 34% yield). (1) The yield is 0.860. The reactants are [Br:1][C:2]1[C:3](=[O:20])[NH:4][N:5]=[CH:6][C:7]=1[N:8]1[CH2:13][CH2:12][CH:11]([C:14]2[CH:19]=[CH:18][CH:17]=[CH:16][CH:15]=2)[CH2:10][CH2:9]1.[C:21](O[C:21]([O:23][C:24]([CH3:27])([CH3:26])[CH3:25])=[O:22])([O:23][C:24]([CH3:27])([CH3:26])[CH3:25])=[O:22].C(N(CC)CC)C. The product is [Br:1][C:2]1[C:3](=[O:20])[N:4]([C:21]([O:23][C:24]([CH3:27])([CH3:26])[CH3:25])=[O:22])[N:5]=[CH:6][C:7]=1[N:8]1[CH2:13][CH2:12][CH:11]([C:14]2[CH:15]=[CH:16][CH:17]=[CH:18][CH:19]=2)[CH2:10][CH2:9]1. The catalyst is C(Cl)Cl. (2) The reactants are C(O[C:4]([C:6]1[CH:10]=[C:9]([CH2:11][NH:12][C:13]([O:15][C:16]([CH3:19])([CH3:18])[CH3:17])=[O:14])[O:8][N:7]=1)=[O:5])C.[NH:20]1[CH2:24][CH2:23][CH2:22][CH2:21]1. No catalyst specified. The product is [N:20]1([C:4]([C:6]2[CH:10]=[C:9]([CH2:11][NH:12][C:13]([O:15][C:16]([CH3:17])([CH3:18])[CH3:19])=[O:14])[O:8][N:7]=2)=[O:5])[CH2:24][CH2:23][CH2:22][CH2:21]1. The yield is 0.790. (3) The reactants are Cl.[NH2:2][CH2:3][C:4]1[CH:9]=[C:8]([F:10])[C:7]([NH:11][S:12]([CH3:15])(=[O:14])=[O:13])=[C:6]([C:16]#[CH:17])[CH:5]=1.[CH3:18][O:19][CH2:20][CH2:21][O:22][C:23]1[C:28]([CH:29]=[CH:30][C:31](O)=[O:32])=[CH:27][CH:26]=[C:25]([C:34]([F:37])([F:36])[F:35])[N:24]=1. No catalyst specified. The product is [C:16]([C:6]1[CH:5]=[C:4]([CH:9]=[C:8]([F:10])[C:7]=1[NH:11][S:12]([CH3:15])(=[O:14])=[O:13])[CH2:3][NH:2][C:31](=[O:32])[CH:30]=[CH:29][C:28]1[C:23]([O:22][CH2:21][CH2:20][O:19][CH3:18])=[N:24][C:25]([C:34]([F:36])([F:35])[F:37])=[CH:26][CH:27]=1)#[CH:17]. The yield is 0.700. (4) The reactants are I[C:2]1[CH:7]=[CH:6][C:5]([OH:8])=[CH:4][CH:3]=1.[CH2:9]([O:11][C:12]([C:14]1[CH:15]=[C:16](B(O)O)[CH:17]=[CH:18][CH:19]=1)=[O:13])[CH3:10]. The catalyst is CO.C(Cl)Cl. The product is [OH:8][C:5]1[CH:6]=[CH:7][C:2]([C:16]2[CH:17]=[CH:18][CH:19]=[C:14]([C:12]([O:11][CH2:9][CH3:10])=[O:13])[CH:15]=2)=[CH:3][CH:4]=1. The yield is 0.710. (5) The reactants are CC1C=CC(S(O[C:12]([C:16]2[O:17][CH:18]=[CH:19][CH:20]=2)=[CH:13][C:14]#[N:15])(=O)=O)=CC=1.Cl.[NH2:22][CH:23](C(OCC)=O)[C:24]([O:26][CH2:27][CH3:28])=[O:25].C(O)C.[O-]CC.[Na+].Cl. The catalyst is O1CCCC1.C(O)C. The product is [NH2:15][C:14]1[CH:13]=[C:12]([C:16]2[O:17][CH:18]=[CH:19][CH:20]=2)[NH:22][C:23]=1[C:24]([O:26][CH2:27][CH3:28])=[O:25]. The yield is 0.330.